This data is from Catalyst prediction with 721,799 reactions and 888 catalyst types from USPTO. The task is: Predict which catalyst facilitates the given reaction. (1) Reactant: [CH:1](Cl)(Cl)Cl.C=CC[CH2:8][CH2:9]/[CH:10]=[CH:11]/[CH:12]=[CH:13]\[CH2:14][CH2:15][CH2:16][CH2:17][CH2:18][CH2:19][CH2:20][CH2:21][C@@H:22]1[O:26][C@H:25]([C@@H:27]2[O:32][O:31][C@H:30]([CH2:33][C:34]([OH:36])=[O:35])[CH2:29][CH2:28]2)[CH2:24][CH2:23]1. Product: [CH3:1][O:36][C:34]([CH2:33][C@H:30]1[O:31][O:32][C@H:27]([C@H:25]2[O:26][C@H:22]([CH2:21][CH2:20][CH2:19][CH2:18][CH2:17][CH2:16]/[CH:15]=[CH:14]\[CH:13]=[CH:12]/[CH2:11][CH2:10][CH:9]=[CH2:8])[CH2:23][CH2:24]2)[CH2:28][CH2:29]1)=[O:35]. The catalyst class is: 5. (2) Reactant: [Br:1][C:2]1[CH:3]=[C:4]([C:8]2([CH3:20])[C:13]([CH3:15])([CH3:14])[O:12][C:11](OC)=[N:10][S:9]2(=[O:19])=[O:18])[CH:5]=[CH:6][CH:7]=1.[Si:21]([O:28][CH2:29][CH2:30][C@H:31]([NH2:38])[C:32]1[CH:37]=[CH:36][CH:35]=[CH:34][CH:33]=1)([C:24]([CH3:27])([CH3:26])[CH3:25])([CH3:23])[CH3:22]. Product: [Br:1][C:2]1[CH:3]=[C:4]([C:8]2([CH3:20])[C:13]([CH3:15])([CH3:14])[O:12][C:11]([NH:38][C@H:31]([C:32]3[CH:37]=[CH:36][CH:35]=[CH:34][CH:33]=3)[CH2:30][CH2:29][O:28][Si:21]([C:24]([CH3:27])([CH3:25])[CH3:26])([CH3:23])[CH3:22])=[N:10][S:9]2(=[O:19])=[O:18])[CH:5]=[CH:6][CH:7]=1. The catalyst class is: 2. (3) Reactant: [OH:1][CH2:2][C:3]1[O:7][C:6]([CH2:8][OH:9])=[CH:5][CH:4]=1.[H][H]. Product: [OH:9][CH2:8][CH:6]1[O:7][CH:3]([CH2:2][OH:1])[CH2:4][CH2:5]1. The catalyst class is: 470. (4) Reactant: O.[NH2:2][NH2:3].Cl[C:5]1[CH:12]=[CH:11][C:8]([C:9]#[N:10])=[CH:7][N:6]=1. Product: [NH:2]([C:5]1[N:6]=[CH:7][C:8]([C:9]#[N:10])=[CH:11][CH:12]=1)[NH2:3]. The catalyst class is: 6. (5) Reactant: [CH:1]1([N:5]2[CH2:10][CH2:9][CH:8]([N:11]3[CH2:20][CH2:19][C:18]4[C:13](=[CH:14][CH:15]=[C:16]([OH:21])[CH:17]=4)[C:12]3=[O:22])[CH2:7][CH2:6]2)[CH2:4][CH2:3][CH2:2]1.C(=O)([O-])[O-].[Cs+].[Cs+].Br[CH2:30][C:31]1[CH:40]=[CH:39][C:34]([C:35]([O:37][CH3:38])=[O:36])=[CH:33][CH:32]=1. Product: [CH:1]1([N:5]2[CH2:6][CH2:7][CH:8]([N:11]3[CH2:20][CH2:19][C:18]4[C:13](=[CH:14][CH:15]=[C:16]([O:21][CH2:30][C:31]5[CH:40]=[CH:39][C:34]([C:35]([O:37][CH3:38])=[O:36])=[CH:33][CH:32]=5)[CH:17]=4)[C:12]3=[O:22])[CH2:9][CH2:10]2)[CH2:2][CH2:3][CH2:4]1. The catalyst class is: 21. (6) Reactant: [NH:1]([C:32]([O:34][C:35]([CH3:38])([CH3:37])[CH3:36])=[O:33])[C@@H:2]([C:22]([O:24][CH2:25]C1C=CC=CC=1)=[O:23])[CH2:3][CH2:4][C:5]([NH:7][C@@H:8]([C:19]([OH:21])=[O:20])[CH2:9][C:10]1[C:18]2[C:13](=[CH:14][CH:15]=[CH:16][CH:17]=2)[NH:12][CH:11]=1)=[O:6].C[O-].[Na+].C(O)(=O)C. Product: [NH:1]([C:32]([O:34][C:35]([CH3:38])([CH3:37])[CH3:36])=[O:33])[C@@H:2]([C:22]([O:24][CH3:25])=[O:23])[CH2:3][CH2:4][C:5]([NH:7][C@@H:8]([C:19]([OH:21])=[O:20])[CH2:9][C:10]1[C:18]2[C:13](=[CH:14][CH:15]=[CH:16][CH:17]=2)[NH:12][CH:11]=1)=[O:6]. The catalyst class is: 5.